This data is from Catalyst prediction with 721,799 reactions and 888 catalyst types from USPTO. The task is: Predict which catalyst facilitates the given reaction. (1) Reactant: [Si:1]([O:8][CH2:9][CH2:10][CH:11]([CH2:15][N:16]1[CH:20]=[C:19]([Cl:21])[CH:18]=[N:17]1)[C:12]([OH:14])=O)([C:4]([CH3:7])([CH3:6])[CH3:5])([CH3:3])[CH3:2].CN(C(ON1N=NC2C=CC=NC1=2)=[N+](C)C)C.F[P-](F)(F)(F)(F)F.[F:46][C:47]1[N:52]=[C:51]([NH:53][NH2:54])[CH:50]=[C:49]([C:55]2[CH:60]=[CH:59][N:58]=[C:57]([S:61][CH3:62])[N:56]=2)[CH:48]=1.CCN(C(C)C)C(C)C. Product: [Si:1]([O:8][CH2:9][CH2:10][CH:11]([CH2:15][N:16]1[CH:20]=[C:19]([Cl:21])[CH:18]=[N:17]1)[C:12]([NH:54][NH:53][C:51]1[CH:50]=[C:49]([C:55]2[CH:60]=[CH:59][N:58]=[C:57]([S:61][CH3:62])[N:56]=2)[CH:48]=[C:47]([F:46])[N:52]=1)=[O:14])([C:4]([CH3:5])([CH3:6])[CH3:7])([CH3:2])[CH3:3]. The catalyst class is: 18. (2) Reactant: [Cl:1][C:2]1[CH:7]=[CH:6][C:5]([NH:8][C:9](=O)[CH2:10][CH2:11][NH:12][C:13](=O)[C:14]2[CH:19]=[C:18]([C:20]([F:23])([F:22])[F:21])[CH:17]=[C:16]([C:24]([F:27])([F:26])[F:25])[CH:15]=2)=[CH:4][CH:3]=1. Product: [F:26][C:24]([F:25])([F:27])[C:16]1[CH:15]=[C:14]([CH:19]=[C:18]([C:20]([F:23])([F:22])[F:21])[CH:17]=1)[CH2:13][NH:12][CH2:11][CH2:10][CH2:9][NH:8][C:5]1[CH:4]=[CH:3][C:2]([Cl:1])=[CH:7][CH:6]=1. The catalyst class is: 1. (3) Reactant: [CH3:1][C:2]1[S:6][C:5]([CH2:7][N:8]([C:16]2[CH:21]=[C:20]([O:22][CH2:23][C@H:24]3[CH2:26][C@@H:25]3[C:27]3[CH:32]=[CH:31][C:30]([CH3:33])=[CH:29][N:28]=3)[N:19]=[C:18]([CH3:34])[N:17]=2)C(=O)OC(C)(C)C)=[N:4][N:3]=1.C([O-])([O-])=O.[K+].[K+]. Product: [CH3:34][C:18]1[N:17]=[C:16]([NH:8][CH2:7][C:5]2[S:6][C:2]([CH3:1])=[N:3][N:4]=2)[CH:21]=[C:20]([O:22][CH2:23][C@H:24]2[CH2:26][C@@H:25]2[C:27]2[CH:32]=[CH:31][C:30]([CH3:33])=[CH:29][N:28]=2)[N:19]=1. The catalyst class is: 191. (4) Reactant: Cl.Cl.[O:3]1[CH2:8][CH2:7][CH:6]([NH:9][NH2:10])[CH2:5][CH2:4]1.[O-]CC.[Na+].C(O[CH:18]=[C:19]([C:22]#[N:23])[C:20]#[N:21])C. Product: [NH2:23][C:22]1[N:9]([CH:6]2[CH2:7][CH2:8][O:3][CH2:4][CH2:5]2)[N:10]=[CH:18][C:19]=1[C:20]#[N:21]. The catalyst class is: 14. (5) Reactant: [CH3:1][C:2]1[C:3]([CH2:8][OH:9])=[N:4][CH:5]=[CH:6][CH:7]=1.S(Cl)(Cl)=O.[CH:14]1([NH:17][C:18](=[O:36])[C:19]2[CH:24]=[CH:23][C:22]([CH3:25])=[C:21]([NH:26][C:27](=[O:35])[C:28]3[CH:33]=[CH:32][C:31](O)=[CH:30][CH:29]=3)[CH:20]=2)[CH2:16][CH2:15]1.C(=O)([O-])[O-].[K+].[K+]. Product: [CH:14]1([NH:17][C:18](=[O:36])[C:19]2[CH:24]=[CH:23][C:22]([CH3:25])=[C:21]([NH:26][C:27](=[O:35])[C:28]3[CH:29]=[CH:30][C:31]([O:9][CH2:8][C:3]4[C:2]([CH3:1])=[CH:7][CH:6]=[CH:5][N:4]=4)=[CH:32][CH:33]=3)[CH:20]=2)[CH2:16][CH2:15]1. The catalyst class is: 643. (6) Reactant: [CH2:1]=[CH:2][CH2:3][CH:4]([OH:6])C.[C:7](N1C=CN=C1)(N1C=CN=C1)=[O:8].Cl.[CH3:20][O:21][C:22](=[O:29])[C@H:23]([CH2:25][CH2:26][CH2:27][CH3:28])[NH2:24].[CH3:30]N(C=O)C. Product: [CH2:4]([O:6][C:7]([NH:24][C@H:23]([C:22]([O:21][CH3:20])=[O:29])[CH2:25][CH2:26][CH2:27][CH3:28])=[O:8])[CH2:3][CH2:2][CH:1]=[CH2:30]. The catalyst class is: 28. (7) Reactant: [F:1][C:2]([F:19])([F:18])[C:3]1[CH:4]=[C:5]([CH:11]=[C:12]([C:14]([F:17])([F:16])[F:15])[CH:13]=1)[CH:6]=[CH:7][C:8](O)=[O:9].C(Cl)(=O)C([Cl:23])=O. Product: [F:1][C:2]([F:19])([F:18])[C:3]1[CH:4]=[C:5]([CH:11]=[C:12]([C:14]([F:17])([F:16])[F:15])[CH:13]=1)[CH:6]=[CH:7][C:8]([Cl:23])=[O:9]. The catalyst class is: 3.